From a dataset of Full USPTO retrosynthesis dataset with 1.9M reactions from patents (1976-2016). Predict the reactants needed to synthesize the given product. (1) Given the product [Br:32][C:17]1[S:16][C:15]([C:2]2([OH:1])[CH2:7][CH2:6][CH:5]([C:8]([O:10][C:11]([CH3:14])([CH3:12])[CH3:13])=[O:9])[CH2:4][CH2:3]2)=[N:19][CH:18]=1, predict the reactants needed to synthesize it. The reactants are: [OH:1][C:2]1([C:15]2[S:16][CH:17]=[CH:18][N:19]=2)[CH2:7][CH2:6][CH:5]([C:8]([O:10][C:11]([CH3:14])([CH3:13])[CH3:12])=[O:9])[CH2:4][CH2:3]1.CN(C=O)C.C1C(=O)N([Br:32])C(=O)C1. (2) Given the product [Cl:27][CH2:26][CH:3]([CH2:2][Cl:1])[O:4][C:5]1[CH:10]=[CH:9][CH:8]=[C:7]2[C:6]=1[NH:25][N:28]=[C:11]2[S:12]([C:15]1[C:24]2[C:19](=[CH:20][CH:21]=[CH:22][CH:23]=2)[CH:18]=[CH:17][CH:16]=1)(=[O:13])=[O:14], predict the reactants needed to synthesize it. The reactants are: [Cl:1][CH2:2][CH:3]([CH2:26][Cl:27])[O:4][C:5]1[CH:10]=[CH:9][CH:8]=[C:7]([CH2:11][S:12]([C:15]2[C:24]3[C:19](=[CH:20][CH:21]=[CH:22][CH:23]=3)[CH:18]=[CH:17][CH:16]=2)(=[O:14])=[O:13])[C:6]=1[NH2:25].[N:28]([O-])=O.[Na+].C(=O)(O)[O-].[Na+]. (3) Given the product [F:32][C:24]1[C:25]([C:2]2[N:6]3[N:7]=[CH:8][C:9]([C:11]([F:14])([F:13])[F:12])=[N:10][C:5]3=[N:4][CH:3]=2)=[CH:26][CH:27]=[CH:28][C:23]=1[C:18]1[C:17]([C:15]#[N:16])=[CH:22][CH:21]=[CH:20][CH:19]=1, predict the reactants needed to synthesize it. The reactants are: Br[C:2]1[N:6]2[N:7]=[CH:8][C:9]([C:11]([F:14])([F:13])[F:12])=[N:10][C:5]2=[N:4][CH:3]=1.[C:15]([C:17]1[CH:22]=[CH:21][CH:20]=[CH:19][C:18]=1[C:23]1[CH:28]=[CH:27][CH:26]=[C:25](B(O)O)[C:24]=1[F:32])#[N:16]. (4) Given the product [CH2:30]([O:29][C:27]([N:26]=[S:24]([C:21]1[CH:20]=[CH:19][C:18]([NH:17][C:2]2[N:7]=[C:6]([NH:8][CH2:9][CH2:10][OH:11])[C:5]([C:12]3[S:13][CH:14]=[CH:15][CH:16]=3)=[CH:4][N:3]=2)=[CH:23][CH:22]=1)([CH3:32])=[O:25])=[O:28])[CH3:31], predict the reactants needed to synthesize it. The reactants are: Cl[C:2]1[N:7]=[C:6]([NH:8][CH2:9][CH2:10][OH:11])[C:5]([C:12]2[S:13][CH:14]=[CH:15][CH:16]=2)=[CH:4][N:3]=1.[NH2:17][C:18]1[CH:23]=[CH:22][C:21]([S:24]([CH3:32])(=[N:26][C:27]([O:29][CH2:30][CH3:31])=[O:28])=[O:25])=[CH:20][CH:19]=1. (5) Given the product [CH2:9]([O:7][C:6]([C:2]1[NH:1][CH:5]=[CH:4][CH:3]=1)=[O:8])[C:10]1[CH:15]=[CH:14][CH:13]=[CH:12][CH:11]=1, predict the reactants needed to synthesize it. The reactants are: [NH:1]1[CH:5]=[CH:4][CH:3]=[C:2]1[C:6]([OH:8])=[O:7].[CH2:9](O)[C:10]1[CH:15]=[CH:14][CH:13]=[CH:12][CH:11]=1.C1CCC(N=C=NC2CCCCC2)CC1. (6) Given the product [F:1][C:2]([F:28])([F:29])[C:3]1[CH:23]=[C:22]([C:24]([F:25])([F:27])[F:26])[CH:21]=[CH:20][C:4]=1[CH2:5][O:6][C:7]1[CH:14]=[CH:13][C:10](/[CH:11]=[C:36]2/[C:32]([NH:31][CH3:30])=[N:33][C:34](=[O:37])[S:35]/2)=[CH:9][C:8]=1[O:15][CH2:16][CH2:17][CH2:18][CH3:19], predict the reactants needed to synthesize it. The reactants are: [F:1][C:2]([F:29])([F:28])[C:3]1[CH:23]=[C:22]([C:24]([F:27])([F:26])[F:25])[CH:21]=[CH:20][C:4]=1[CH2:5][O:6][C:7]1[CH:14]=[CH:13][C:10]([CH:11]=O)=[CH:9][C:8]=1[O:15][CH2:16][CH2:17][CH2:18][CH3:19].[CH3:30][NH:31][C:32]1[CH2:36][S:35][C:34](=[O:37])[N:33]=1.CC(C)([O-])C.[K+].O. (7) The reactants are: [Cl:1][C:2]1[CH:10]=[C:9]([Cl:11])[CH:8]=[CH:7][C:3]=1[C:4]([OH:6])=O.[O:12]([C:20]1[CH:25]=[CH:24][C:23]([S:26]([NH2:29])(=[O:28])=[O:27])=[CH:22][CH:21]=1)[Si:13]([C:16]([CH3:19])([CH3:18])[CH3:17])([CH3:15])[CH3:14].C(Cl)CCl. Given the product [Cl:1][C:2]1[CH:10]=[C:9]([Cl:11])[CH:8]=[CH:7][C:3]=1[C:4]([NH:29][S:26]([C:23]1[CH:22]=[CH:21][C:20]([O:12][Si:13]([C:16]([CH3:19])([CH3:18])[CH3:17])([CH3:14])[CH3:15])=[CH:25][CH:24]=1)(=[O:27])=[O:28])=[O:6], predict the reactants needed to synthesize it. (8) Given the product [Cl:14][C:13]1[C:8]([C:17]2[CH2:16][O:15][CH2:20][CH2:19][CH:18]=2)=[N:9][CH:10]=[CH:11][N:12]=1, predict the reactants needed to synthesize it. The reactants are: C(=O)([O-])[O-].[Na+].[Na+].Cl[C:8]1[C:13]([Cl:14])=[N:12][CH:11]=[CH:10][N:9]=1.[O:15]1[CH2:20][CH2:19][CH:18]=[C:17](B2OC(C)(C)C(C)(C)O2)[CH2:16]1.